From a dataset of Full USPTO retrosynthesis dataset with 1.9M reactions from patents (1976-2016). Predict the reactants needed to synthesize the given product. (1) Given the product [CH3:20][N:9]1[C:10]2[N:11]=[C:12]3[NH:19][CH2:18][CH2:17][N:13]3[C:14]=2[C:15](=[O:16])[N:7]([CH2:6][CH2:5][CH2:4][CH2:3][C@H:2]([O:1][Si:28]([C:31]([CH3:34])([CH3:33])[CH3:32])([CH3:30])[CH3:29])[CH3:22])[C:8]1=[O:21], predict the reactants needed to synthesize it. The reactants are: [OH:1][C@H:2]([CH3:22])[CH2:3][CH2:4][CH2:5][CH2:6][N:7]1[C:15](=[O:16])[C:14]2[N:13]3[CH2:17][CH2:18][NH:19][C:12]3=[N:11][C:10]=2[N:9]([CH3:20])[C:8]1=[O:21].N1C=CN=C1.[Si:28](Cl)([C:31]([CH3:34])([CH3:33])[CH3:32])([CH3:30])[CH3:29].O. (2) Given the product [O:1]1[CH2:6][CH2:5][CH:4]([N:7]2[CH:11]=[C:10]([OH:15])[CH:9]=[N:8]2)[CH2:3][CH2:2]1, predict the reactants needed to synthesize it. The reactants are: [O:1]1[CH2:6][CH2:5][CH:4]([N:7]2[CH:11]=[C:10](B(O)O)[CH:9]=[N:8]2)[CH2:3][CH2:2]1.[OH-:15].[Na+].OO.Cl. (3) Given the product [C:15]([C:2]1([NH:1][CH2:21][CH2:20][C:19]([F:24])([F:23])[F:18])[CH2:7][CH2:6][N:5]([C:8]([O:10][C:11]([CH3:12])([CH3:13])[CH3:14])=[O:9])[CH2:4][CH2:3]1)(=[O:17])[NH2:16], predict the reactants needed to synthesize it. The reactants are: [NH2:1][C:2]1([C:15](=[O:17])[NH2:16])[CH2:7][CH2:6][N:5]([C:8]([O:10][C:11]([CH3:14])([CH3:13])[CH3:12])=[O:9])[CH2:4][CH2:3]1.[F:18][C:19]([F:24])([F:23])[CH2:20][CH:21]=O.C(O[BH-](OC(=O)C)OC(=O)C)(=O)C.[Na+].C(O)(=O)C.